This data is from Forward reaction prediction with 1.9M reactions from USPTO patents (1976-2016). The task is: Predict the product of the given reaction. (1) The product is: [CH2:1]([C@H:8]1[CH2:9][N:10]([C:14]2[CH:19]=[CH:18][C:17]([O:20][CH3:21])=[C:16]([O:22][CH:23]3[CH2:26][CH2:25][CH2:24]3)[CH:15]=2)[CH2:11][CH2:12][N:13]1[C:30](=[O:29])[CH2:31][C:32]1[NH:33][N:34]=[C:35]([CH2:37][CH3:38])[N:36]=1)[C:2]1[CH:3]=[CH:4][CH:5]=[CH:6][CH:7]=1. Given the reactants [CH2:1]([C@@H:8]1[NH:13][CH2:12][CH2:11][N:10]([C:14]2[CH:19]=[CH:18][C:17]([O:20][CH3:21])=[C:16]([O:22][CH:23]3[CH2:26][CH2:25][CH2:24]3)[CH:15]=2)[CH2:9]1)[C:2]1[CH:7]=[CH:6][CH:5]=[CH:4][CH:3]=1.C([O:29][C:30](=O)[CH2:31][C:32]1[NH:33][N:34]=[C:35]([CH2:37][CH3:38])[N:36]=1)C, predict the reaction product. (2) Given the reactants [CH3:1][C:2]1[C:6]2[C:7]([OH:13])=[C:8]([CH2:11][CH3:12])[CH:9]=[CH:10][C:5]=2[O:4][C:3]=1[C:14]([O:16][CH2:17][CH3:18])=[O:15].[CH2:19](Br)[C:20]1[CH:25]=[CH:24][CH:23]=[CH:22][CH:21]=1, predict the reaction product. The product is: [CH2:17]([O:16][C:14]([C:3]1[O:4][C:5]2[CH:10]=[CH:9][C:8]([CH2:11][CH3:12])=[C:7]([O:13][CH2:19][C:20]3[CH:25]=[CH:24][CH:23]=[CH:22][CH:21]=3)[C:6]=2[C:2]=1[CH3:1])=[O:15])[CH3:18]. (3) The product is: [Cl:1][C:2]1[CH:3]=[C:4]([C:9]2[S:10][CH:11]=[C:12]([C:15](=[N:19][NH:18][C:20]([NH:22][C:23]3[CH:31]=[CH:30][C:26]([C:27]([OH:29])=[O:28])=[C:25]([Cl:32])[CH:24]=3)=[S:21])[CH3:17])[C:13]=2[OH:14])[CH:5]=[CH:6][C:7]=1[Cl:8]. Given the reactants [Cl:1][C:2]1[CH:3]=[C:4]([C:9]2[S:10][CH:11]=[C:12]([C:15]([CH3:17])=O)[C:13]=2[OH:14])[CH:5]=[CH:6][C:7]=1[Cl:8].[NH:18]([C:20]([NH:22][C:23]1[CH:31]=[CH:30][C:26]([C:27]([OH:29])=[O:28])=[C:25]([Cl:32])[CH:24]=1)=[S:21])[NH2:19], predict the reaction product. (4) Given the reactants [CH:1]([O:3][CH2:4][CH2:5][C:6]1[C:15]2[C:10](=[CH:11][CH:12]=[CH:13][CH:14]=2)[CH:9]=[CH:8][CH:7]=1)=[CH2:2].[SH:16][CH2:17][CH2:18][CH2:19][OH:20], predict the reaction product. The product is: [C:6]1([CH2:5][CH2:4][O:3][CH2:1][CH2:2][S:16][CH2:17][CH2:18][CH2:19][OH:20])[C:15]2[C:10](=[CH:11][CH:12]=[CH:13][CH:14]=2)[CH:9]=[CH:8][CH:7]=1. (5) Given the reactants Cl[CH2:2][C:3]1[CH:7]=[CH:6][N:5]([C:8]2[N:18]=[CH:17][CH:16]=[CH:15][C:9]=2[C:10]([O:12][CH2:13][CH3:14])=[O:11])[N:4]=1.[CH3:19][CH:20]1[O:25][CH:24]([CH3:26])[CH2:23][NH:22][CH2:21]1, predict the reaction product. The product is: [CH3:26][CH:24]1[CH2:23][N:22]([CH2:2][C:3]2[CH:7]=[CH:6][N:5]([C:8]3[N:18]=[CH:17][CH:16]=[CH:15][C:9]=3[C:10]([O:12][CH2:13][CH3:14])=[O:11])[N:4]=2)[CH2:21][CH:20]([CH3:19])[O:25]1. (6) Given the reactants C(O[C:4]([C:6]1[C:7]([OH:22])=[C:8]2[C:14]([C:15]3[CH:20]=[CH:19][C:18]([F:21])=[CH:17][CH:16]=3)=[N:13][S:12][C:9]2=[CH:10][N:11]=1)=[O:5])C.[NH2:23][CH2:24][C:25]([OH:27])=[O:26].C[O-].[Na+], predict the reaction product. The product is: [F:21][C:18]1[CH:17]=[CH:16][C:15]([C:14]2[C:8]3[C:9](=[CH:10][N:11]=[C:6]([C:4]([NH:23][CH2:24][C:25]([OH:27])=[O:26])=[O:5])[C:7]=3[OH:22])[S:12][N:13]=2)=[CH:20][CH:19]=1. (7) Given the reactants C([Li])CCC.[Br-].[F:7][C:8]1[CH:33]=[C:32]([F:34])[CH:31]=[CH:30][C:9]=1[CH2:10][P+](C1C=CC=CC=1)(C1C=CC=CC=1)C1C=CC=CC=1.[F:35][C:36]1[CH:41]=[CH:40][C:39]([S:42]([C:45]2[CH:52]=[CH:51][C:48]([CH:49]=O)=[CH:47][CH:46]=2)(=[O:44])=[O:43])=[CH:38][CH:37]=1.FC1C=CC(S)=CC=1, predict the reaction product. The product is: [F:7][C:8]1[CH:33]=[C:32]([F:34])[CH:31]=[CH:30][C:9]=1/[CH:10]=[CH:49]/[C:48]1[CH:47]=[CH:46][C:45]([S:42]([C:39]2[CH:40]=[CH:41][C:36]([F:35])=[CH:37][CH:38]=2)(=[O:44])=[O:43])=[CH:52][CH:51]=1.